The task is: Predict the product of the given reaction.. This data is from Forward reaction prediction with 1.9M reactions from USPTO patents (1976-2016). (1) Given the reactants [Cl:1][C:2]1[CH:7]=[CH:6][C:5]([C:8]([F:11])([F:10])[F:9])=[CH:4][C:3]=1[NH:12][S:13]([C:16]1[CH:21]=[CH:20][C:19]([CH3:22])=[CH:18][CH:17]=1)(=[O:15])=[O:14].Br[CH2:24][C:25]([O:27][CH2:28][CH3:29])=[O:26].C(=O)([O-])[O-].[K+].[K+], predict the reaction product. The product is: [CH2:28]([O:27][C:25](=[O:26])[CH2:24][N:12]([C:3]1[CH:4]=[C:5]([C:8]([F:10])([F:11])[F:9])[CH:6]=[CH:7][C:2]=1[Cl:1])[S:13]([C:16]1[CH:21]=[CH:20][C:19]([CH3:22])=[CH:18][CH:17]=1)(=[O:15])=[O:14])[CH3:29]. (2) Given the reactants FC(F)(F)C([N:5]1[CH2:14][CH2:13][C:12]2[C:7](=[CH:8][C:9]([C:15]([F:18])([F:17])[F:16])=[CH:10][CH:11]=2)[CH2:6]1)=[O:4].[C:21](=O)([O-])[O-:22].[K+].[K+], predict the reaction product. The product is: [NH4+:5].[OH-:4].[CH3:21][OH:22].[F:18][C:15]([F:16])([F:17])[C:9]1[CH:8]=[C:7]2[C:12]([CH2:13][CH2:14][NH:5][CH2:6]2)=[CH:11][CH:10]=1. (3) The product is: [Br:1][C:2]1[CH:7]=[CH:6][C:5]([C@@H:8]([O:13][C:14]2[N:19]=[C:18]([CH3:20])[N:17]=[C:16]([N:21]3[CH2:22][CH2:23][C:24]4([CH2:28][NH:27][C@H:26]([C:29]([OH:31])=[O:30])[CH2:25]4)[CH2:34][CH2:35]3)[CH:15]=2)[C:9]([F:10])([F:11])[F:12])=[C:4]([N:36]2[CH:40]=[CH:39][C:38]([CH3:41])=[N:37]2)[CH:3]=1. Given the reactants [Br:1][C:2]1[CH:7]=[CH:6][C:5]([C@@H:8]([O:13][C:14]2[N:19]=[C:18]([CH3:20])[N:17]=[C:16]([N:21]3[CH2:35][CH2:34][C:24]4([CH2:28][NH:27][C@H:26]([C:29]([O:31]CC)=[O:30])[CH2:25]4)[CH2:23][CH2:22]3)[CH:15]=2)[C:9]([F:12])([F:11])[F:10])=[C:4]([N:36]2[CH:40]=[CH:39][C:38]([CH3:41])=[N:37]2)[CH:3]=1.[Li+].[OH-], predict the reaction product. (4) Given the reactants [F:1][C:2]([F:13])([F:12])[C:3]1[CH:8]=[CH:7][C:6](B(O)O)=[CH:5][CH:4]=1.I[C:15]1[CH:31]=[CH:30][C:18]([C:19]([NH:21][C@H:22]2[CH:27]3[CH2:28][CH2:29][N:24]([CH2:25][CH2:26]3)[CH2:23]2)=[O:20])=[CH:17][CH:16]=1.C(=O)([O-])[O-].[Cs+].[Cs+], predict the reaction product. The product is: [N:24]12[CH2:29][CH2:28][CH:27]([CH2:26][CH2:25]1)[C@H:22]([NH:21][C:19]([C:18]1[CH:30]=[CH:31][C:15]([C:6]3[CH:7]=[CH:8][C:3]([C:2]([F:13])([F:12])[F:1])=[CH:4][CH:5]=3)=[CH:16][CH:17]=1)=[O:20])[CH2:23]2. (5) Given the reactants [C:1]1([CH3:22])[CH:6]=[CH:5][C:4]([NH:7][C:8]2[C:13]([NH2:14])=[C:12]([C:15]3[CH:20]=[CH:19][C:18]([CH3:21])=[CH:17][CH:16]=3)[CH:11]=[CH:10][N:9]=2)=[CH:3][CH:2]=1.[CH2:23](OC=C(C#N)C#N)C, predict the reaction product. The product is: [C:1]1([CH3:22])[CH:2]=[CH:3][C:4]([N:7]2[C:8]3=[N:9][CH:10]=[CH:11][C:12]([C:15]4[CH:20]=[CH:19][C:18]([CH3:21])=[CH:17][CH:16]=4)=[C:13]3[N:14]=[CH:23]2)=[CH:5][CH:6]=1.